From a dataset of Retrosynthesis with 50K atom-mapped reactions and 10 reaction types from USPTO. Predict the reactants needed to synthesize the given product. (1) Given the product C=Cc1ccc(O[Si](C(C)C)(C(C)C)C(C)C)cc1, predict the reactants needed to synthesize it. The reactants are: C1CCOC1.CC(C)[Si](Oc1ccc(C=O)cc1)(C(C)C)C(C)C. (2) Given the product CN1CCCN(c2ccc(C(=O)NCc3cn(-c4ccccc4)c4cc(Cl)ccc4c3=O)cn2)CC1, predict the reactants needed to synthesize it. The reactants are: CN1CCCNCC1.O=C(NCc1cn(-c2ccccc2)c2cc(Cl)ccc2c1=O)c1ccc(Cl)nc1. (3) Given the product O=C(Cc1ccc(Oc2ccc(OCc3ccccc3)cc2)cc1)Nc1ccccc1C(=O)O, predict the reactants needed to synthesize it. The reactants are: COC(=O)c1ccccc1NC(=O)Cc1ccc(Oc2ccc(OCc3ccccc3)cc2)cc1. (4) The reactants are: CC(=O)OCCC(C)CC=O.CCCC[P+](c1ccccc1)(c1ccccc1)c1ccccc1. Given the product CCC/C=C\CC(C)CCOC(C)=O, predict the reactants needed to synthesize it.